Dataset: Reaction yield outcomes from USPTO patents with 853,638 reactions. Task: Predict the reaction yield, written as a fraction of the theoretical maximum amount of product (1.0 means a 100% yield; for example, 0.34 means a 34% yield). (1) The reactants are [CH3:1][C:2]1([C:18]([O:20][CH2:21][CH3:22])=[O:19])[CH2:7][CH2:6][CH:5]([O:8][C:9]2[CH:14]=[CH:13][C:12]([N+:15]([O-])=O)=[CH:11][N:10]=2)[CH2:4][CH2:3]1. The catalyst is C(O)C.[Pd]. The product is [NH2:15][C:12]1[CH:13]=[CH:14][C:9]([O:8][CH:5]2[CH2:6][CH2:7][C:2]([CH3:1])([C:18]([O:20][CH2:21][CH3:22])=[O:19])[CH2:3][CH2:4]2)=[N:10][CH:11]=1. The yield is 0.980. (2) The reactants are [CH:1]([C@H:14]1[NH:19][CH2:18][C@@H:17]([NH2:20])[CH2:16][CH2:15]1)([C:8]1[CH:13]=[CH:12][CH:11]=[CH:10][CH:9]=1)[C:2]1[CH:7]=[CH:6][CH:5]=[CH:4][CH:3]=1.[O:21]1[CH2:30][CH:22]1[CH2:23][C:24]1[CH:29]=[CH:28][CH:27]=[CH:26][CH:25]=1. No catalyst specified. The product is [CH:1]([C@H:14]1[NH:19][CH2:18][C@@H:17]([NH:20][CH2:30][C@@H:22]([OH:21])[CH2:23][C:24]2[CH:29]=[CH:28][CH:27]=[CH:26][CH:25]=2)[CH2:16][CH2:15]1)([C:8]1[CH:13]=[CH:12][CH:11]=[CH:10][CH:9]=1)[C:2]1[CH:3]=[CH:4][CH:5]=[CH:6][CH:7]=1. The yield is 0.330.